This data is from Forward reaction prediction with 1.9M reactions from USPTO patents (1976-2016). The task is: Predict the product of the given reaction. (1) The product is: [NH:58]1[C:66]2[C:61](=[CH:62][C:63]([CH:67]([NH:69][C:16]([CH:4]3[CH2:3][N:2]([CH3:1])[C:7]4[CH:8]=[C:9]([C:12]([F:13])([F:14])[F:15])[CH:10]=[CH:11][C:6]=4[O:5]3)=[O:18])[CH3:68])=[CH:64][CH:65]=2)[CH:60]=[N:59]1. Given the reactants [CH3:1][N:2]1[C:7]2[CH:8]=[C:9]([C:12]([F:15])([F:14])[F:13])[CH:10]=[CH:11][C:6]=2[O:5][CH:4]([C:16]([OH:18])=O)[CH2:3]1.CN(C(ON1N=NC2C=CC=CC1=2)=[N+](C)C)C.F[P-](F)(F)(F)(F)F.CCN(C(C)C)C(C)C.O1CCCCC1[N:58]1[C:66]2[C:61](=[CH:62][C:63]([CH:67]([NH2:69])[CH3:68])=[CH:64][CH:65]=2)[CH:60]=[N:59]1.C([O-])(O)=O.[Na+], predict the reaction product. (2) The product is: [C:26]([N:2]1[CH2:3][CH2:4][CH:5]([C:8]2[NH:12][N:11]=[C:10]([C:13]3[CH:14]=[CH:15][C:16]([Cl:19])=[CH:17][CH:18]=3)[C:9]=2[C:20]2[CH:25]=[CH:24][N:23]=[CH:22][CH:21]=2)[CH2:6][CH2:7]1)(=[O:28])[CH3:27]. Given the reactants Cl.[NH:2]1[CH2:7][CH2:6][CH:5]([C:8]2[NH:12][N:11]=[C:10]([C:13]3[CH:18]=[CH:17][C:16]([Cl:19])=[CH:15][CH:14]=3)[C:9]=2[C:20]2[CH:25]=[CH:24][N:23]=[CH:22][CH:21]=2)[CH2:4][CH2:3]1.[C:26](Cl)(=[O:28])[CH3:27], predict the reaction product. (3) Given the reactants Br[CH2:2][C:3]([O:5][CH3:6])=[O:4].[NH2:7][C:8]1[N:13]=[C:12]([CH3:14])[C:11]([CH2:15][C:16]2[CH:21]=[CH:20][C:19]([OH:22])=[CH:18][C:17]=2[O:23][CH3:24])=[C:10]([NH:25][CH2:26][CH2:27][CH2:28][CH2:29][CH3:30])[N:9]=1, predict the reaction product. The product is: [NH2:7][C:8]1[N:13]=[C:12]([CH3:14])[C:11]([CH2:15][C:16]2[CH:21]=[CH:20][C:19]([O:22][CH2:2][C:3]([O:5][CH3:6])=[O:4])=[CH:18][C:17]=2[O:23][CH3:24])=[C:10]([NH:25][CH2:26][CH2:27][CH2:28][CH2:29][CH3:30])[N:9]=1. (4) Given the reactants [CH:1]1([N:7]([C:13](=[O:17])[CH:14]([CH3:16])[CH3:15])[C@H:8]2[CH2:12]C[NH:10][CH2:9]2)[CH2:6][CH2:5][CH2:4][CH2:3][CH2:2]1.[C:18]([NH:25][C@H:26]([CH2:41][C:42]1[CH:47]=[CH:46][C:45]([Cl:48])=[CH:44][CH:43]=1)[C:27]([NH:29]N1CC(NC2CCCCC2)C1)=[O:28])([O:20][C:21]([CH3:24])([CH3:23])[CH3:22])=[O:19], predict the reaction product. The product is: [C:18]([NH:25][C@H:26]([CH2:41][C:42]1[CH:47]=[CH:46][C:45]([Cl:48])=[CH:44][CH:43]=1)[C:27]([NH:29][N:10]1[CH2:9][CH:8]([N:7]([CH:1]2[CH2:2][CH2:3][CH2:4][CH2:5][CH2:6]2)[C:13](=[O:17])[CH:14]([CH3:15])[CH3:16])[CH2:12]1)=[O:28])([O:20][C:21]([CH3:23])([CH3:24])[CH3:22])=[O:19].